From a dataset of Peptide-MHC class I binding affinity with 185,985 pairs from IEDB/IMGT. Regression. Given a peptide amino acid sequence and an MHC pseudo amino acid sequence, predict their binding affinity value. This is MHC class I binding data. The peptide sequence is KDVWEQWW. The MHC is Mamu-B3901 with pseudo-sequence Mamu-B3901. The binding affinity (normalized) is 0.187.